This data is from Forward reaction prediction with 1.9M reactions from USPTO patents (1976-2016). The task is: Predict the product of the given reaction. (1) Given the reactants [Br:1][C:2]1[CH:3]=[C:4]([CH2:10][CH3:11])[C:5](=[O:9])[NH:6][C:7]=1[CH3:8].IC.Cl[CH2:15]Cl, predict the reaction product. The product is: [Br:1][C:2]1[C:7]([CH3:8])=[N:6][C:5]([O:9][CH3:15])=[C:4]([CH2:10][CH3:11])[CH:3]=1. (2) Given the reactants [C:1](=[O:8])([O:3][C:4]([CH3:7])([CH3:6])[CH3:5])[NH2:2].[Li]CCCC.[C:14](Cl)(=[O:18])[CH:15]=[CH:16][CH3:17].[Li]CCCC.C(Cl)(=O)C=CC.C([O-])(O)=O.[Na+], predict the reaction product. The product is: [C:14]([NH:2][C:1](=[O:8])[O:3][C:4]([CH3:7])([CH3:6])[CH3:5])(=[O:18])/[CH:15]=[CH:16]/[CH3:17]. (3) Given the reactants [CH3:1][CH:2]([CH3:6])[CH2:3][CH:4]=O.[NH2:7][N:8]1[CH2:12][CH2:11][CH2:10][CH:9]1[C:13]([O:15][CH3:16])=[O:14], predict the reaction product. The product is: [CH3:16][O:15][C:13]([CH:9]1[CH2:10][CH2:11][CH2:12][N:8]1[N:7]=[CH:4][CH2:3][CH:2]([CH3:6])[CH3:1])=[O:14]. (4) Given the reactants Br[C:2]1[CH:3]=[N:4][CH:5]=[C:6]([C:8]2[NH:12][C:11]([CH:13]([F:15])[F:14])=[N:10][N:9]=2)[CH:7]=1.[CH2:16]([NH:18][C:19]([NH:21][C:22]1[CH:27]=[C:26]([C:28]2[S:29][CH:30]=[C:31]([C:33]([F:36])([F:35])[F:34])[N:32]=2)[C:25](B2OC(C)(C)C(C)(C)O2)=[CH:24][N:23]=1)=[O:20])[CH3:17].C(=O)([O-])[O-].[Cs+].[Cs+], predict the reaction product. The product is: [F:14][CH:13]([F:15])[C:11]1[NH:12][C:8]([C:6]2[CH:7]=[C:2]([C:25]3[CH:24]=[N:23][C:22]([NH:21][C:19]([NH:18][CH2:16][CH3:17])=[O:20])=[CH:27][C:26]=3[C:28]3[S:29][CH:30]=[C:31]([C:33]([F:36])([F:34])[F:35])[N:32]=3)[CH:3]=[N:4][CH:5]=2)=[N:9][N:10]=1.